This data is from Reaction yield outcomes from USPTO patents with 853,638 reactions. The task is: Predict the reaction yield, written as a fraction of the theoretical maximum amount of product (1.0 means a 100% yield; for example, 0.34 means a 34% yield). (1) The reactants are [CH2:1]([CH:3]([C:6]1[C:7]2[N:8]([C:13]([C:17]3[S:18][CH:19]=[CH:20][C:21]=3[O:22][CH3:23])=[C:14]([CH3:16])[N:15]=2)[N:9]=[C:10]([CH3:12])[CH:11]=1)[CH2:4][CH3:5])[CH3:2].C1C(=O)N([I:31])C(=O)C1. The catalyst is CC#N. The product is [CH2:1]([CH:3]([C:6]1[C:7]2[N:8]([C:13]([C:17]3[S:18][C:19]([I:31])=[CH:20][C:21]=3[O:22][CH3:23])=[C:14]([CH3:16])[N:15]=2)[N:9]=[C:10]([CH3:12])[CH:11]=1)[CH2:4][CH3:5])[CH3:2]. The yield is 0.880. (2) The reactants are [CH2:1]([O:3][C:4](=[O:17])[NH:5][C:6]1[CH:11]=[CH:10][C:9]([CH:12]=O)=[CH:8][C:7]=1[N+:14]([O-:16])=[O:15])[CH3:2].[Cl:18][C:19]1[CH:25]=[CH:24][C:22](N)=[CH:21][C:20]=1[F:26].[C:27]([BH3-])#N.[Na+].[BH4-].[Na+]. The catalyst is C1(C)C=CC=CC=1.C(O)(=O)C. The product is [CH2:1]([O:3][C:4](=[O:17])[NH:5][C:6]1[CH:11]=[CH:10][C:9]([CH2:12][CH2:27][C:22]2[CH:24]=[CH:25][C:19]([Cl:18])=[C:20]([F:26])[CH:21]=2)=[CH:8][C:7]=1[N+:14]([O-:16])=[O:15])[CH3:2]. The yield is 0.850. (3) The reactants are [CH2:1]([C:3]1[N:8]=[C:7]([CH2:9][CH2:10][CH3:11])[NH:6][C:5](=[O:12])[CH:4]=1)[CH3:2].Br[CH2:14][C:15]1[CH:20]=[CH:19][C:18]([C:21]2[C:22]([C:27]#[N:28])=[CH:23][CH:24]=[CH:25][CH:26]=2)=[CH:17][CH:16]=1.C(=O)([O-])[O-].[K+].[K+]. The catalyst is C(#N)C. The product is [CH2:1]([C:3]1[N:8]=[C:7]([CH2:9][CH2:10][CH3:11])[N:6]([CH2:14][C:15]2[CH:16]=[CH:17][C:18]([C:21]3[C:22]([C:27]#[N:28])=[CH:23][CH:24]=[CH:25][CH:26]=3)=[CH:19][CH:20]=2)[C:5](=[O:12])[CH:4]=1)[CH3:2]. The yield is 0.460. (4) The reactants are C([O:3][C:4]([CH:6]1[CH2:11][CH2:10][C:9]([F:13])([F:12])[CH2:8][CH2:7]1)=O)C.[H-].C([Al+]CC(C)C)C(C)C.C1(C)C=CC=CC=1.[Cl-].[NH4+].Cl. The catalyst is C1(C)C=CC=CC=1. The product is [F:12][C:9]1([F:13])[CH2:10][CH2:11][CH:6]([CH:4]=[O:3])[CH2:7][CH2:8]1. The yield is 0.570.